Dataset: CYP3A4 inhibition data for predicting drug metabolism from PubChem BioAssay. Task: Regression/Classification. Given a drug SMILES string, predict its absorption, distribution, metabolism, or excretion properties. Task type varies by dataset: regression for continuous measurements (e.g., permeability, clearance, half-life) or binary classification for categorical outcomes (e.g., BBB penetration, CYP inhibition). Dataset: cyp3a4_veith. (1) The molecule is CC(C)C(=O)Nc1ccc(C(=O)NNC(=O)CCCOc2ccc(Cl)cc2Cl)cc1. The result is 0 (non-inhibitor). (2) The drug is CCCCOC(=O)c1ccc(O)cc1. The result is 0 (non-inhibitor).